Predict the product of the given reaction. From a dataset of Forward reaction prediction with 1.9M reactions from USPTO patents (1976-2016). (1) Given the reactants [CH3:1][C:2]1([CH2:25][C:26]2[CH:31]=[C:30]([F:32])[CH:29]=[C:28]([F:33])[C:27]=2[F:34])[C:11]2[C:6](=[CH:7][CH:8]=[C:9]([C:12]3[CH:17]=[CH:16][CH:15]=[C:14]([O:18][CH2:19][C:20]([F:23])([F:22])[F:21])[CH:13]=3)[CH:10]=2)[CH2:5][NH:4][C:3]1=[O:24].[H-].[Na+].I[CH3:38].O, predict the reaction product. The product is: [CH3:38][N:4]1[C:3](=[O:24])[C:2]([CH3:1])([CH2:25][C:26]2[CH:31]=[C:30]([F:32])[CH:29]=[C:28]([F:33])[C:27]=2[F:34])[C:11]2[C:6](=[CH:7][CH:8]=[C:9]([C:12]3[CH:17]=[CH:16][CH:15]=[C:14]([O:18][CH2:19][C:20]([F:22])([F:21])[F:23])[CH:13]=3)[CH:10]=2)[CH2:5]1. (2) Given the reactants [CH:1]1([C:7]2[C:8]3[CH:9]=[CH:10][C:11]([C:39]([OH:41])=O)=[CH:12][C:13]=3[N:14]3[CH2:20][C:19]([C:21]([N:23]4[CH2:28][CH2:27][CH:26]([N:29]5[CH2:34][CH2:33][O:32][CH2:31][CH2:30]5)[CH2:25][CH2:24]4)=[O:22])=[CH:18][C:17]4[CH:35]=[CH:36][CH:37]=[CH:38][C:16]=4[C:15]=23)[CH2:6][CH2:5][CH2:4][CH2:3][CH2:2]1.C(N(CC)C(C)C)(C)C.Cl.CN(C)CCCN=C=NCC.ON1C2C=CC=CC=2N=N1.[NH2:73][CH2:74][C:75]1[NH:79][N:78]=[N:77][N:76]=1, predict the reaction product. The product is: [CH:1]1([C:7]2[C:8]3[CH:9]=[CH:10][C:11]([C:39]([NH:73][CH2:74][C:75]4[NH:79][N:78]=[N:77][N:76]=4)=[O:41])=[CH:12][C:13]=3[N:14]3[CH2:20][C:19]([C:21]([N:23]4[CH2:24][CH2:25][CH:26]([N:29]5[CH2:30][CH2:31][O:32][CH2:33][CH2:34]5)[CH2:27][CH2:28]4)=[O:22])=[CH:18][C:17]4[CH:35]=[CH:36][CH:37]=[CH:38][C:16]=4[C:15]=23)[CH2:2][CH2:3][CH2:4][CH2:5][CH2:6]1. (3) Given the reactants [Cl:1][C:2]1[C:3]([OH:12])=[CH:4][C:5]2[O:9][CH2:8][C:7](=[O:10])[C:6]=2[CH:11]=1.[C:13]([O:17][C:18]([N:20]1[CH2:25][CH2:24][NH:23][CH2:22][CH2:21]1)=[O:19])([CH3:16])([CH3:15])[CH3:14].[CH2:26]=O, predict the reaction product. The product is: [Cl:1][C:2]1[C:3]([OH:12])=[C:4]([CH2:26][CH:21]2[CH2:22][NH:23][CH2:24][CH2:25][N:20]2[C:18]([O:17][C:13]([CH3:16])([CH3:14])[CH3:15])=[O:19])[C:5]2[O:9][CH2:8][C:7](=[O:10])[C:6]=2[CH:11]=1. (4) Given the reactants [C:1]([O:4][NH:5][C:6]([O:8][C:9]([CH3:12])([CH3:11])[CH3:10])=[O:7])(=[O:3])[CH3:2].[H-].[Na+].[O:15]1[C:19]2[CH:20]=[CH:21][CH:22]=[CH:23][C:18]=2[CH:17]=[C:16]1[S:24](Cl)(=[O:26])=[O:25], predict the reaction product. The product is: [C:1]([O:4][N:5]([C:6]([O:8][C:9]([CH3:12])([CH3:11])[CH3:10])=[O:7])[S:24]([C:16]1[O:15][C:19]2[CH:20]=[CH:21][CH:22]=[CH:23][C:18]=2[CH:17]=1)(=[O:25])=[O:26])(=[O:3])[CH3:2]. (5) Given the reactants CC1C=CC(S(O[CH2:12][CH:13]2[CH2:17][C:16]3[CH:18]=[CH:19][CH:20]=[C:21]([C:22]4[C:27]([Cl:28])=[CH:26][C:25]([Cl:29])=[CH:24][C:23]=4[Cl:30])[C:15]=3[O:14]2)(=O)=O)=CC=1.[N-:31]=[N+:32]=[N-:33].[Na+].N(CC1CC2C=C(Cl)C=C(C3C=CSC=3)C=2O1)=[N+]=[N-], predict the reaction product. The product is: [N:31]([CH2:12][CH:13]1[CH2:17][C:16]2[CH:18]=[CH:19][CH:20]=[C:21]([C:22]3[C:27]([Cl:28])=[CH:26][C:25]([Cl:29])=[CH:24][C:23]=3[Cl:30])[C:15]=2[O:14]1)=[N+:32]=[N-:33]. (6) Given the reactants [CH2:1]([O:3][C:4]([CH2:6][CH2:7][CH2:8][CH2:9][N:10]1[CH:14]=[C:13](/[CH:15]=[C:16]2\[CH2:17][N:18]([C:23]([C:36]3[CH:41]=[CH:40][CH:39]=[CH:38][CH:37]=3)([C:30]3[CH:35]=[CH:34][CH:33]=[CH:32][CH:31]=3)[C:24]3[CH:29]=[CH:28][CH:27]=[CH:26][CH:25]=3)[CH2:19][CH2:20][C:21]\2=[O:22])[N:12]=[N:11]1)=[O:5])[CH3:2].[BH4-].[Na+], predict the reaction product. The product is: [CH2:1]([O:3][C:4]([CH2:6][CH2:7][CH2:8][CH2:9][N:10]1[CH:14]=[C:13](/[CH:15]=[C:16]2\[CH2:17][N:18]([C:23]([C:36]3[CH:37]=[CH:38][CH:39]=[CH:40][CH:41]=3)([C:30]3[CH:31]=[CH:32][CH:33]=[CH:34][CH:35]=3)[C:24]3[CH:25]=[CH:26][CH:27]=[CH:28][CH:29]=3)[CH2:19][CH2:20][CH:21]\2[OH:22])[N:12]=[N:11]1)=[O:5])[CH3:2]. (7) Given the reactants [CH:1]1([C:4]2[N:8]=[C:7]([C:9]3[N:10]=[CH:11][N:12]4[C:18]=3[CH2:17][NH:16][C:15](=O)[C:14]3[CH:20]=[C:21]([O:24][CH3:25])[CH:22]=[CH:23][C:13]4=3)[O:6][N:5]=2)[CH2:3][CH2:2]1.CN(C)C1C=CC(C)=CC=1.P(Br)(Br)(Br)=O.[NH2:41][NH2:42], predict the reaction product. The product is: [CH:1]1([C:4]2[N:8]=[C:7]([C:9]3[N:10]=[CH:11][N:12]4[C:18]=3[CH2:17][N:16]=[C:15]([NH:41][NH2:42])[C:14]3[CH:20]=[C:21]([O:24][CH3:25])[CH:22]=[CH:23][C:13]4=3)[O:6][N:5]=2)[CH2:3][CH2:2]1. (8) Given the reactants [CH3:1][O:2][C:3]1[C:12]([CH2:13][CH2:14][CH3:15])=[C:11]2[C:6]([CH:7]=[C:8]([C:17]([OH:19])=O)[C:9](=[O:16])[O:10]2)=[CH:5][CH:4]=1.C(N(C(C)C)CC)(C)C.CCCP(=O)=O.C(OCC)(=O)C.[C:41]([O:45][C:46]([N:48]1[CH2:52][CH2:51][CH2:50][CH:49]1[C:53]1[CH:58]=[CH:57][C:56]([NH2:59])=[CH:55][CH:54]=1)=[O:47])([CH3:44])([CH3:43])[CH3:42], predict the reaction product. The product is: [C:41]([O:45][C:46]([N:48]1[CH2:52][CH2:51][CH2:50][CH:49]1[C:53]1[CH:58]=[CH:57][C:56]([NH:59][C:17]([C:8]2[C:9](=[O:16])[O:10][C:11]3[C:6]([CH:7]=2)=[CH:5][CH:4]=[C:3]([O:2][CH3:1])[C:12]=3[CH2:13][CH2:14][CH3:15])=[O:19])=[CH:55][CH:54]=1)=[O:47])([CH3:44])([CH3:42])[CH3:43]. (9) Given the reactants [NH2:1][C:2]([CH3:32])([CH3:31])[C:3]#[C:4][C:5]1[CH:10]=[CH:9][C:8]([C@@H:11]([N:13]2[CH2:18][CH2:17][C@:16]([CH2:25][C:26]([OH:29])([CH3:28])[CH3:27])([C:19]3[CH:24]=[CH:23][CH:22]=[CH:21][CH:20]=3)[O:15][C:14]2=[O:30])[CH3:12])=[CH:7][CH:6]=1.[CH3:33][N:34]([CH3:38])[C:35](Cl)=[O:36], predict the reaction product. The product is: [OH:29][C:26]([CH3:27])([CH3:28])[CH2:25][C@@:16]1([C:19]2[CH:20]=[CH:21][CH:22]=[CH:23][CH:24]=2)[O:15][C:14](=[O:30])[N:13]([C@H:11]([C:8]2[CH:9]=[CH:10][C:5]([C:4]#[C:3][C:2]([NH:1][C:35](=[O:36])[N:34]([CH3:38])[CH3:33])([CH3:31])[CH3:32])=[CH:6][CH:7]=2)[CH3:12])[CH2:18][CH2:17]1. (10) Given the reactants C([O-])([O-])=O.[Cs+].[Cs+].CS([O:11][CH2:12][CH:13]1[CH2:18][CH2:17][O:16][CH2:15][CH2:14]1)(=O)=O.[OH:19][C@@H:20]([C:31]1[CH:36]=[CH:35][CH:34]=[C:33](O)[CH:32]=1)[CH2:21][CH2:22][NH:23][C:24](=[O:30])[O:25][C:26]([CH3:29])([CH3:28])[CH3:27].[NH4+].[Cl-], predict the reaction product. The product is: [OH:19][C@@H:20]([C:31]1[CH:32]=[CH:33][CH:34]=[C:35]([O:11][CH2:12][CH:13]2[CH2:18][CH2:17][O:16][CH2:15][CH2:14]2)[CH:36]=1)[CH2:21][CH2:22][NH:23][C:24](=[O:30])[O:25][C:26]([CH3:29])([CH3:28])[CH3:27].